This data is from HIV replication inhibition screening data with 41,000+ compounds from the AIDS Antiviral Screen. The task is: Binary Classification. Given a drug SMILES string, predict its activity (active/inactive) in a high-throughput screening assay against a specified biological target. (1) The compound is Cc1c(Cl)ccc2c(=O)c3cccc(CC(=O)O)c3oc12.[NaH]. The result is 0 (inactive). (2) The result is 0 (inactive). The molecule is Cc1oc2nc(N(C)C)nc(NN)c2c1C. (3) The compound is O=C1CNc2cc(N3CCN(c4ccccc4)CC3)ccc2N1. The result is 0 (inactive). (4) The drug is CCCCCN(CCCCC)N=Cc1c2c(O)c3c(O)c(C)c4c(c3c1O)C(=O)C(C)(OC=CC(OC)C(C)C(OC(C)=O)C(C)C(O)C(C)C(O)C(C)C=CC=C(C)C(=O)N2)O4. The result is 0 (inactive). (5) The drug is C[N+]12C=CC=C1C(N1CCCC1)c1scc(-c3ccccc3)c12.[I-]. The result is 0 (inactive). (6) The molecule is c1cc2c(cc1C1OCC3C(c4ccc5c(c4)OCO5)OCC13)OCO2. The result is 0 (inactive).